From a dataset of Full USPTO retrosynthesis dataset with 1.9M reactions from patents (1976-2016). Predict the reactants needed to synthesize the given product. (1) Given the product [Cl:1][C:2]1[CH:29]=[CH:28][C:5]2[N:6]3[C:10]([CH2:11][N:12]([CH2:37][CH2:38][F:39])[CH2:13][C:4]=2[CH:3]=1)=[N:9][N:8]=[C:7]3[C@H:14]1[CH2:19][CH2:18][C@H:17]([O:20][C:21]2[CH:26]=[CH:25][C:24]([F:27])=[CH:23][N:22]=2)[CH2:16][CH2:15]1, predict the reactants needed to synthesize it. The reactants are: [Cl:1][C:2]1[CH:29]=[CH:28][C:5]2[N:6]3[C:10]([CH2:11][NH:12][CH2:13][C:4]=2[CH:3]=1)=[N:9][N:8]=[C:7]3[C@H:14]1[CH2:19][CH2:18][C@H:17]([O:20][C:21]2[CH:26]=[CH:25][C:24]([F:27])=[CH:23][N:22]=2)[CH2:16][CH2:15]1.C(=O)([O-])[O-].[K+].[K+].Br[CH2:37][CH2:38][F:39]. (2) Given the product [CH2:1]([S:8][CH:9]([CH2:42][N:51]1[CH2:52][CH2:53][N:48]([S:45]([CH3:44])(=[O:47])=[O:46])[CH2:49][CH2:50]1)[CH2:10][NH:11][C:12]([C:14]1[NH:15][C:16]2[C:21]([CH:22]=1)=[CH:20][C:19]([O:23][CH2:24][CH2:25][CH2:26][S:27]([CH3:30])(=[O:28])=[O:29])=[CH:18][C:17]=2[N:31]([CH3:41])[S:32]([C:35]1[CH:40]=[CH:39][CH:38]=[CH:37][N:36]=1)(=[O:33])=[O:34])=[O:13])[C:2]1[CH:7]=[CH:6][CH:5]=[CH:4][CH:3]=1, predict the reactants needed to synthesize it. The reactants are: [CH2:1]([S:8][CH:9]([CH:42]=O)[CH2:10][NH:11][C:12]([C:14]1[NH:15][C:16]2[C:21]([CH:22]=1)=[CH:20][C:19]([O:23][CH2:24][CH2:25][CH2:26][S:27]([CH3:30])(=[O:29])=[O:28])=[CH:18][C:17]=2[N:31]([CH3:41])[S:32]([C:35]1[CH:40]=[CH:39][CH:38]=[CH:37][N:36]=1)(=[O:34])=[O:33])=[O:13])[C:2]1[CH:7]=[CH:6][CH:5]=[CH:4][CH:3]=1.[CH3:44][S:45]([N:48]1[CH2:53][CH2:52][NH:51][CH2:50][CH2:49]1)(=[O:47])=[O:46].C(O[BH-](OC(=O)C)OC(=O)C)(=O)C.[Na+].C(O)(=O)CC(CC(O)=O)(C(O)=O)O.C(=O)([O-])O.[Na+]. (3) Given the product [F:12][C:3]1[CH:4]=[N:5][C:6]2[C:11]([C:2]=1[CH:26]=[CH2:27])=[CH:10][C:9]([O:17][CH3:14])=[CH:8][CH:7]=2, predict the reactants needed to synthesize it. The reactants are: Cl[C:2]1[C:11]2[C:6](=[CH:7][CH:8]=[CH:9][CH:10]=2)[N:5]=[CH:4][C:3]=1[F:12].O.[C:14](=[O:17])([O-])[O-].[K+].[K+].B1(C=C)OB([CH:26]=[CH2:27])OB(C=C)O1.C1C=CN=CC=1.